From a dataset of Full USPTO retrosynthesis dataset with 1.9M reactions from patents (1976-2016). Predict the reactants needed to synthesize the given product. (1) Given the product [CH3:1][C:2]1[C:7]([CH3:8])=[C:6]([N+:9]([O-:11])=[O:10])[CH:5]=[CH:4][N:3]=1, predict the reactants needed to synthesize it. The reactants are: [CH3:1][C:2]1[C:7]([CH3:8])=[C:6]([N+:9]([O-:11])=[O:10])[CH:5]=[CH:4][N+:3]=1[O-].P(Cl)(Cl)Cl.O.[OH-].[Na+]. (2) Given the product [N:4]1([CH2:3][CH2:2][NH:1][S:16]([C:14]2[S:15][C:11]([Cl:10])=[CH:12][CH:13]=2)(=[O:18])=[O:17])[CH2:9][CH2:8][O:7][CH2:6][CH2:5]1, predict the reactants needed to synthesize it. The reactants are: [NH2:1][CH2:2][CH2:3][N:4]1[CH2:9][CH2:8][O:7][CH2:6][CH2:5]1.[Cl:10][C:11]1[S:15][C:14]([S:16](Cl)(=[O:18])=[O:17])=[CH:13][CH:12]=1.C(N(CC)CC)C. (3) Given the product [CH:1]([C:4]1[CH:13]=[CH:12][C:11]2[CH2:10][CH2:9][CH2:8][CH2:7][C:6]=2[N:5]=1)([CH3:3])[CH3:2], predict the reactants needed to synthesize it. The reactants are: [CH:1]([C:4]1[CH:13]=[CH:12][C:11]2[C:6](=[CH:7][CH:8]=[CH:9][CH:10]=2)[N:5]=1)([CH3:3])[CH3:2]. (4) Given the product [CH3:12][O:11][C:8]1[CH:9]=[CH:10][C:5]([C@@H:20]([C:21]2[C:26]([C:27]([F:28])([F:30])[F:29])=[CH:25][CH:24]=[CH:23][N:22]=2)[NH:19][S@:17]([C:14]([CH3:16])([CH3:15])[CH3:13])=[O:18])=[CH:6][CH:7]=1, predict the reactants needed to synthesize it. The reactants are: [Mg].II.Br[C:5]1[CH:10]=[CH:9][C:8]([O:11][CH3:12])=[CH:7][CH:6]=1.[CH3:13][C:14]([S@@:17](/[N:19]=[CH:20]/[C:21]1[C:26]([C:27]([F:30])([F:29])[F:28])=[CH:25][CH:24]=[CH:23][N:22]=1)=[O:18])([CH3:16])[CH3:15]. (5) Given the product [F:3][C:4]1[CH:9]=[CH:8][C:7]([C:10]2[O:14][CH:13]=[N:12][C:11]=2[C:15]([Cl:26])=[O:17])=[CH:6][CH:5]=1, predict the reactants needed to synthesize it. The reactants are: N#N.[F:3][C:4]1[CH:9]=[CH:8][C:7]([C:10]2[O:14][CH:13]=[N:12][C:11]=2[C:15]([OH:17])=O)=[CH:6][CH:5]=1.CN(C=O)C.C(Cl)(=O)C([Cl:26])=O.